Regression. Given a peptide amino acid sequence and an MHC pseudo amino acid sequence, predict their binding affinity value. This is MHC class I binding data. From a dataset of Peptide-MHC class I binding affinity with 185,985 pairs from IEDB/IMGT. (1) The peptide sequence is GYMFESKSM. The MHC is HLA-B58:01 with pseudo-sequence HLA-B58:01. The binding affinity (normalized) is 0.0847. (2) The peptide sequence is AMYYRRTER. The MHC is HLA-B35:01 with pseudo-sequence HLA-B35:01. The binding affinity (normalized) is 0.0847. (3) The peptide sequence is KRFNITVSK. The MHC is HLA-A02:03 with pseudo-sequence HLA-A02:03. The binding affinity (normalized) is 0.0847.